From a dataset of Reaction yield outcomes from USPTO patents with 853,638 reactions. Predict the reaction yield, written as a fraction of the theoretical maximum amount of product (1.0 means a 100% yield; for example, 0.34 means a 34% yield). (1) The reactants are C[O:2][CH:3]1[CH2:35][C:7]2[NH:8][C:9]([C:11]3[C:12]([CH3:34])=[CH:13][C:14]([CH3:33])=[C:15]([CH:32]=3)[C:16]([N:18]3[CH2:23][CH2:22][CH:21]([C:24]4[CH:31]=[CH:30][C:27]([C:28]#[N:29])=[CH:26][CH:25]=4)[CH2:20][CH2:19]3)=[O:17])=[N:10][C:6]=2[CH2:5][CH2:4]1.C(#N)C.Cl[Si](Cl)(Cl)Cl.[I-].[Na+]. The catalyst is ClCCl. The product is [OH:2][CH:3]1[CH2:35][C:7]2[NH:8][C:9]([C:11]3[C:12]([CH3:34])=[CH:13][C:14]([CH3:33])=[C:15]([CH:32]=3)[C:16]([N:18]3[CH2:19][CH2:20][CH:21]([C:24]4[CH:25]=[CH:26][C:27]([C:28]#[N:29])=[CH:30][CH:31]=4)[CH2:22][CH2:23]3)=[O:17])=[N:10][C:6]=2[CH2:5][CH2:4]1. The yield is 0.0900. (2) The reactants are [CH3:1][O:2][C:3]1[CH:4]=[C:5]2[C:10](=[CH:11][C:12]=1[O:13][CH3:14])[N:9]=[CH:8][N:7]=[C:6]2[O:15][C:16]1[CH:22]=[CH:21][C:19]([NH2:20])=[CH:18][CH:17]=1.Cl[C:24](Cl)([O:26][C:27](=[O:33])OC(Cl)(Cl)Cl)Cl.[CH3:35][N:36]1[CH2:41][CH2:40]C(O)[CH2:38][CH2:37]1.C(=O)(O)[O-].[Na+]. The catalyst is C(Cl)Cl.C(N(CC)CC)C.C1(C)C=CC=CC=1. The product is [CH3:1][O:2][C:3]1[CH:4]=[C:5]2[C:10](=[CH:11][C:12]=1[O:13][CH3:14])[N:9]=[CH:8][N:7]=[C:6]2[O:15][C:16]1[CH:22]=[CH:21][C:19]([NH:20][C:27](=[O:33])[O:26][CH:24]2[CH2:40][CH2:41][N:36]([CH3:35])[CH2:37][CH2:38]2)=[CH:18][CH:17]=1. The yield is 0.370. (3) The reactants are [O:1]1[C:5]2[CH:6]=[CH:7][C:8]([C:10]([NH:12][NH2:13])=[O:11])=[CH:9][C:4]=2[CH:3]=[CH:2]1.[CH3:14][O:15][C:16]1[CH:21]=[CH:20][C:19]([CH2:22][CH2:23][C:24](O)=O)=[CH:18][CH:17]=1. No catalyst specified. The product is [O:1]1[C:5]2[CH:6]=[CH:7][C:8]([C:10]3[O:11][C:24]([CH2:23][CH2:22][C:19]4[CH:18]=[CH:17][C:16]([O:15][CH3:14])=[CH:21][CH:20]=4)=[N:13][N:12]=3)=[CH:9][C:4]=2[CH:3]=[CH:2]1. The yield is 0.530. (4) The catalyst is C(Cl)(=O)C. The yield is 0.350. The reactants are [S:1]1[CH:5]=[CH:4][CH:3]=[C:2]1[S:6]([NH2:9])(=[O:8])=[O:7].[P:10]([O-:17])([O:14][CH2:15][CH3:16])[O:11][CH2:12][CH3:13].[C:18]1([CH2:24][CH:25]=O)[CH:23]=[CH:22][CH:21]=[CH:20][CH:19]=1. The product is [CH2:12]([O:11][P:10]([CH:25]([NH:9][S:6]([C:2]1[S:1][CH:5]=[CH:4][CH:3]=1)(=[O:8])=[O:7])[CH2:24][C:18]1[CH:23]=[CH:22][CH:21]=[CH:20][CH:19]=1)(=[O:17])[O:14][CH2:15][CH3:16])[CH3:13]. (5) The reactants are [Cl:1][C:2]1[C:3]([NH:18][C:19]2[CH:29]=[CH:28][CH:27]=[CH:26][C:20]=2[C:21]([NH:23][O:24][CH3:25])=[O:22])=[CH:4][C:5]([NH:8][C:9]2[N:13]([CH:14]([CH3:16])[CH3:15])[N:12]=[C:11]([CH3:17])[CH:10]=2)=[N:6][CH:7]=1.Cl.C(OCC)C. The catalyst is C(OCC)(=O)C. The product is [ClH:1].[Cl:1][C:2]1[C:3]([NH:18][C:19]2[CH:29]=[CH:28][CH:27]=[CH:26][C:20]=2[C:21]([NH:23][O:24][CH3:25])=[O:22])=[CH:4][C:5]([NH:8][C:9]2[N:13]([CH:14]([CH3:15])[CH3:16])[N:12]=[C:11]([CH3:17])[CH:10]=2)=[N:6][CH:7]=1. The yield is 0.960.